Dataset: Forward reaction prediction with 1.9M reactions from USPTO patents (1976-2016). Task: Predict the product of the given reaction. Given the reactants [CH3:1][O:2][CH2:3][C:4]([CH3:7])([OH:6])[CH3:5].Cl[C:9]([O:11][C:12]1[CH:17]=[CH:16][C:15]([N+:18]([O-:20])=[O:19])=[CH:14][CH:13]=1)=[O:10].C(=O)(OC1C=CC([N+]([O-])=O)=CC=1)OC(C)(CCOC)C, predict the reaction product. The product is: [C:9](=[O:10])([O:11][C:12]1[CH:13]=[CH:14][C:15]([N+:18]([O-:20])=[O:19])=[CH:16][CH:17]=1)[O:6][C:4]([CH3:7])([CH3:5])[CH2:3][O:2][CH3:1].